This data is from Catalyst prediction with 721,799 reactions and 888 catalyst types from USPTO. The task is: Predict which catalyst facilitates the given reaction. Reactant: [F:1][C:2]1[CH:24]=[CH:23][CH:22]=[CH:21][C:3]=1[O:4][C:5]1[C:18](=[O:19])[N:17]([CH3:20])[C:8]2[N:9]=[C:10](S(C)(=O)=O)[N:11]=[CH:12][C:7]=2[CH:6]=1.[NH2:25][C:26]1[CH:30]=[C:29]([OH:31])[NH:28][N:27]=1. Product: [F:1][C:2]1[CH:24]=[CH:23][CH:22]=[CH:21][C:3]=1[O:4][C:5]1[C:18](=[O:19])[N:17]([CH3:20])[C:8]2[N:9]=[C:10]([NH:25][C:26]3[CH:30]=[C:29]([OH:31])[NH:28][N:27]=3)[N:11]=[CH:12][C:7]=2[CH:6]=1. The catalyst class is: 3.